Dataset: Forward reaction prediction with 1.9M reactions from USPTO patents (1976-2016). Task: Predict the product of the given reaction. (1) Given the reactants CC1(C)C2C(=C(P(C3C=CC=CC=3)C3C=CC=CC=3)C=CC=2)OC2C(P(C3C=CC=CC=3)C3C=CC=CC=3)=CC=CC1=2.[CH3:43][O:44][C:45]1[CH:46]=[C:47]2[C:52](=[CH:53][CH:54]=1)[CH:51]=[N:50][C:49]([NH2:55])=[CH:48]2.Cl[C:57]1[CH:62]=[C:61]([CH2:63][N:64]2[CH2:68][CH2:67][CH2:66][CH2:65]2)[CH:60]=[CH:59][N:58]=1.C([O-])([O-])=O.[Cs+].[Cs+], predict the reaction product. The product is: [CH3:43][O:44][C:45]1[CH:46]=[C:47]2[C:52](=[CH:53][CH:54]=1)[CH:51]=[N:50][C:49]([NH:55][C:59]1[CH:60]=[C:61]([CH2:63][N:64]3[CH2:65][CH2:66][CH2:67][CH2:68]3)[CH:62]=[CH:57][N:58]=1)=[CH:48]2. (2) The product is: [Cl:13][C:5]1[N:6]=[C:7]([CH2:10][O:11][CH3:12])[CH:8]=[CH:9][C:4]=1[C:3]([OH:14])=[O:2]. Given the reactants C[O:2][C:3](=[O:14])[C:4]1[CH:9]=[CH:8][C:7]([CH2:10][O:11][CH3:12])=[N:6][C:5]=1[Cl:13].[OH-].[Na+].Cl, predict the reaction product. (3) The product is: [Cl:21][C:18]1[CH:19]=[CH:20][C:15]([C@@:12]2([C:13]#[N:14])[C@H:11]([CH2:23][C:24]([CH3:26])([CH3:25])[CH3:27])[NH:10][C@@H:9]([C:28]([NH:30][C:31]3[C:40]([F:41])=[CH:39][C:34]([C:35]([OH:37])=[O:36])=[C:33]([F:42])[CH:32]=3)=[O:29])[C@@H:8]2[C:4]2[CH:5]=[CH:6][CH:7]=[C:2]([Cl:1])[C:3]=2[F:43])=[C:16]([F:22])[CH:17]=1. Given the reactants [Cl:1][C:2]1[C:3]([F:43])=[C:4]([C@@H:8]2[C@:12]([C:15]3[CH:20]=[CH:19][C:18]([Cl:21])=[CH:17][C:16]=3[F:22])([C:13]#[N:14])[C@H:11]([CH2:23][C:24]([CH3:27])([CH3:26])[CH3:25])[NH:10][C@H:9]2[C:28]([NH:30][C:31]2[C:40]([F:41])=[CH:39][C:34]([C:35]([O:37]C)=[O:36])=[C:33]([F:42])[CH:32]=2)=[O:29])[CH:5]=[CH:6][CH:7]=1.[Al](Br)(Br)Br.CSC, predict the reaction product. (4) Given the reactants [F:1][C:2]([F:14])([F:13])[O:3][C:4]1[CH:9]=[CH:8][C:7]([CH2:10][CH2:11][OH:12])=[CH:6][CH:5]=1.C(=O)([O-])O.[Na+].CC(OI1(OC(C)=O)(OC(C)=O)OC(=O)C2C=CC=CC1=2)=O, predict the reaction product. The product is: [F:1][C:2]([F:13])([F:14])[O:3][C:4]1[CH:5]=[CH:6][C:7]([CH2:10][CH:11]=[O:12])=[CH:8][CH:9]=1. (5) Given the reactants [CH3:1][C:2]1([CH3:16])[C:6]([CH3:8])([CH3:7])[O:5][B:4]([C:9]2[CH:10]=[CH:11][C:12]([NH2:15])=[N:13][CH:14]=2)[O:3]1.[C:17](Cl)(=[O:22])[C:18]([CH3:21])([CH3:20])[CH3:19].C(N(CC)CC)C, predict the reaction product. The product is: [CH3:8][C:6]1([CH3:7])[C:2]([CH3:16])([CH3:1])[O:3][B:4]([C:9]2[CH:10]=[CH:11][C:12]([NH:15][C:17](=[O:22])[C:18]([CH3:21])([CH3:20])[CH3:19])=[N:13][CH:14]=2)[O:5]1. (6) Given the reactants [C:1]([C:7]1[C:15]2[C:10](=[N:11][CH:12]=[C:13]([NH:16][C:17]3[CH:24]=[CH:23][C:20]([CH:21]=O)=[CH:19][CH:18]=3)[N:14]=2)[N:9]([CH2:25][O:26][CH2:27][CH2:28][Si:29]([CH3:32])([CH3:31])[CH3:30])[CH:8]=1)(=[O:6])[C:2]([CH3:5])([CH3:4])[CH3:3].[CH3:33][S:34]([CH2:37][C:38]#[N:39])(=[O:36])=[O:35].C(O)(=O)C.N1CCCCC1, predict the reaction product. The product is: [CH3:33][S:34]([C:37](=[CH:21][C:20]1[CH:19]=[CH:18][C:17]([NH:16][C:13]2[N:14]=[C:15]3[C:7]([C:1](=[O:6])[C:2]([CH3:5])([CH3:3])[CH3:4])=[CH:8][N:9]([CH2:25][O:26][CH2:27][CH2:28][Si:29]([CH3:30])([CH3:32])[CH3:31])[C:10]3=[N:11][CH:12]=2)=[CH:24][CH:23]=1)[C:38]#[N:39])(=[O:36])=[O:35]. (7) Given the reactants [OH-].[K+].O.[I-].[CH3:5][S+](C)C.[CH3:9][C:10]1[N:15]=[C:14]([CH:16]=[O:17])[CH:13]=[CH:12][CH:11]=1.[C:18](#[N:20])C, predict the reaction product. The product is: [CH3:5][NH:20][CH2:18][CH:16]([C:14]1[CH:13]=[CH:12][CH:11]=[C:10]([CH3:9])[N:15]=1)[OH:17].